Dataset: CYP2C9 inhibition data for predicting drug metabolism from PubChem BioAssay. Task: Regression/Classification. Given a drug SMILES string, predict its absorption, distribution, metabolism, or excretion properties. Task type varies by dataset: regression for continuous measurements (e.g., permeability, clearance, half-life) or binary classification for categorical outcomes (e.g., BBB penetration, CYP inhibition). Dataset: cyp2c9_veith. (1) The compound is Cc1noc(C)c1-c1nc(NCc2cccs2)c2ccccc2n1. The result is 0 (non-inhibitor). (2) The drug is O=c1c(-c2ccc(Cl)cc2)nc2cnc(N3CCOCC3)nc2n1C1CC1. The result is 0 (non-inhibitor). (3) The compound is CN[C@]1(C)[C@@H]2CC[C@@H](C2)C1(C)C. The result is 0 (non-inhibitor). (4) The drug is COC(=O)Cn1c(CN(Cc2ccccc2)Cc2ccccc2)nc2c1c(=O)[nH]c(=O)n2C. The result is 1 (inhibitor). (5) The result is 0 (non-inhibitor). The molecule is C[C@@H]1OC(=O)C[C@H](O)C[C@H](O)C[C@H](O)CC[C@H](O)[C@H](O)CC(=O)C[C@H](O)[C@H](C(=O)O)[C@H](O)C[C@H](O[C@@H]2O[C@@H](C)[C@H](O)[C@@H](N)[C@@H]2O)C=CC=CC=CC=CCCC=CC=C[C@@](C)(O)[C@@H](O)[C@H]1C.